Dataset: Retrosynthesis with 50K atom-mapped reactions and 10 reaction types from USPTO. Task: Predict the reactants needed to synthesize the given product. (1) Given the product O=C1Nc2ccc(Cl)cc2C1=C1OCc2cc(OCCN3CCOCC3)ccc21, predict the reactants needed to synthesize it. The reactants are: O=C1Cc2cc(Cl)ccc2N1.O=C1OCc2cc(OCCN3CCOCC3)ccc21. (2) The reactants are: CC(C)(C)OC(=O)OC(=O)OC(C)(C)C.CCOC(=O)C1Cc2ccccc2CN1. Given the product CCOC(=O)C1Cc2ccccc2CN1C(=O)OC(C)(C)C, predict the reactants needed to synthesize it. (3) Given the product C[C@H](NC(=O)c1cc(C#N)cnc1NCc1ccc(-c2cnc(N)c(CN(C)C)n2)cc1)c1ccc(F)cc1, predict the reactants needed to synthesize it. The reactants are: CN(C)Cc1nc(Br)cnc1N.C[C@H](NC(=O)c1cc(C#N)cnc1NCc1ccc(B2OC(C)(C)C(C)(C)O2)cc1)c1ccc(F)cc1. (4) The reactants are: O=C(CCl)c1ccccc1. Given the product OC(CCl)c1ccccc1, predict the reactants needed to synthesize it. (5) Given the product Cc1ccc(-c2noc(CCC(C)(C)O)n2)cc1NC(=O)OC(C)(C)C, predict the reactants needed to synthesize it. The reactants are: CC(=O)CCc1nc(-c2ccc(C)c(NC(=O)OC(C)(C)C)c2)no1.C[Mg+]. (6) Given the product COc1cc(C#N)c(NS(N)(=O)=O)cc1OC, predict the reactants needed to synthesize it. The reactants are: COc1cc(N)c(C#N)cc1OC.NS(=O)(=O)Cl.